Dataset: Retrosynthesis with 50K atom-mapped reactions and 10 reaction types from USPTO. Task: Predict the reactants needed to synthesize the given product. (1) The reactants are: COc1cc(OC)cc(C(=CC#N)c2ccc(O[Si](C)(C)C(C)(C)C)c(OC)c2)c1. Given the product COc1cc(OC)cc(C(=CC#N)c2ccc(O)c(OC)c2)c1, predict the reactants needed to synthesize it. (2) The reactants are: Clc1ccnc2cc(Br)sc12.O=[N+]([O-])c1ccc(O)c(F)c1. Given the product O=[N+]([O-])c1ccc(Oc2ccnc3cc(Br)sc23)c(F)c1, predict the reactants needed to synthesize it. (3) Given the product CC[Si](CC)(CC)OCCNc1cnc(N)cn1, predict the reactants needed to synthesize it. The reactants are: CC[Si](CC)(CC)OCCNc1cnc([N+](=O)[O-])cn1. (4) Given the product O=C(NCc1cccs1)c1cc2cc(-c3ccccc3)cc(Cl)c2[nH]1, predict the reactants needed to synthesize it. The reactants are: O=C(NCc1cccs1)c1cc2cc(Br)cc(Cl)c2[nH]1.OB(O)c1ccccc1. (5) Given the product CCS(=O)(=O)c1ccc(Oc2cc(O)cc(C(=O)OC)c2)cn1, predict the reactants needed to synthesize it. The reactants are: CCS(=O)(=O)c1ccc(Oc2cc(OCOC)cc(C(=O)OC)c2)cn1. (6) Given the product OCc1cc2nc(Cl)nc(N3CCOCC3)c2s1, predict the reactants needed to synthesize it. The reactants are: O=Cc1cc2nc(Cl)nc(N3CCOCC3)c2s1.